From a dataset of Catalyst prediction with 721,799 reactions and 888 catalyst types from USPTO. Predict which catalyst facilitates the given reaction. (1) Reactant: C([O:8][C:9]1[CH:10]=[C:11]([CH:28]=[CH:29][CH:30]=1)[O:12][C:13]1[CH:14]=[C:15]([CH3:27])[C:16]2[CH:20]([CH2:21][C:22]([OH:24])=[O:23])[O:19][B:18]([OH:25])[C:17]=2[CH:26]=1)C1C=CC=CC=1. Product: [OH:25][B:18]1[C:17]2[CH:26]=[C:13]([O:12][C:11]3[CH:28]=[CH:29][CH:30]=[C:9]([OH:8])[CH:10]=3)[CH:14]=[C:15]([CH3:27])[C:16]=2[CH:20]([CH2:21][C:22]([OH:24])=[O:23])[O:19]1. The catalyst class is: 50. (2) Reactant: [CH3:1][C:2]1[CH:3]=[N:4][N:5]([C:7]2[CH:12]=[CH:11][N:10]=[CH:9][C:8]=2[N:13]2[CH2:18][CH2:17][CH:16]([C:19]([OH:21])=O)[CH2:15][CH2:14]2)[CH:6]=1.Cl.[F:23][C@H:24]1[CH2:28][CH2:27][NH:26][CH2:25]1.CN(C(ON1N=NC2C=CC=NC1=2)=[N+](C)C)C.F[P-](F)(F)(F)(F)F.CCN(C(C)C)C(C)C. Product: [F:23][C@H:24]1[CH2:28][CH2:27][N:26]([C:19]([CH:16]2[CH2:15][CH2:14][N:13]([C:8]3[CH:9]=[N:10][CH:11]=[CH:12][C:7]=3[N:5]3[CH:6]=[C:2]([CH3:1])[CH:3]=[N:4]3)[CH2:18][CH2:17]2)=[O:21])[CH2:25]1. The catalyst class is: 136.